Dataset: Full USPTO retrosynthesis dataset with 1.9M reactions from patents (1976-2016). Task: Predict the reactants needed to synthesize the given product. (1) Given the product [CH2:1]([O:3][C:4]([C:6]1[O:7][C:8]2[CH:14]=[CH:13][C:12]([N:15]3[CH2:20][CH2:19][N:18]([CH2:21][C:22]4[C:36]([Cl:35])=[CH:43][CH:42]=[CH:41][C:40]=4[Cl:44])[CH2:17][CH2:16]3)=[C:11]([CH3:27])[C:9]=2[CH:10]=1)=[O:5])[CH3:2], predict the reactants needed to synthesize it. The reactants are: [CH2:1]([O:3][C:4]([C:6]1[O:7][C:8]2[CH:14]=[CH:13][C:12]([N:15]3[CH2:20][CH2:19][N:18]([C:21](=O)[C:22](F)(F)F)[CH2:17][CH2:16]3)=[C:11]([CH3:27])[C:9]=2[CH:10]=1)=[O:5])[CH3:2].C(N(CC)CC)C.[Cl:35][C:36]1[CH:43]=[CH:42][CH:41]=[C:40]([Cl:44])C=1CBr.C(OCC)(=O)C.CCCCCC. (2) Given the product [Br:23][CH2:12][CH2:11][CH2:10][CH2:9][CH2:8][CH2:7][CH2:6][CH2:5][C:4]([F:15])([F:14])[C:3]([F:17])([F:16])[C:2]([F:22])([F:1])[C:18]([F:21])([F:20])[F:19], predict the reactants needed to synthesize it. The reactants are: [F:1][C:2]([F:22])([C:18]([F:21])([F:20])[F:19])[C:3]([F:17])([F:16])[C:4]([F:15])([F:14])[CH2:5][CH2:6][CH2:7][CH2:8][CH2:9][CH2:10][CH2:11][CH2:12]O.[BrH:23].S(=O)(=O)(O)O. (3) Given the product [CH3:1][O:2][C:3]1[CH:20]=[CH:19][C:6]2[N:7]=[C:8]([C:10]3[CH:15]=[CH:14][CH:13]=[C:12]([O:16][CH3:17])[C:11]=3[CH3:21])[S:9][C:5]=2[CH:4]=1, predict the reactants needed to synthesize it. The reactants are: [CH3:1][O:2][C:3]1[CH:20]=[CH:19][C:6]2[N:7]=[C:8]([C:10]3[CH:15]=[CH:14][CH:13]=[C:12]([O:16][CH3:17])[C:11]=3Br)[S:9][C:5]=2[CH:4]=1.[C:21](=O)([O-])[O-].[K+].[K+].CB(O)O.